Dataset: Reaction yield outcomes from USPTO patents with 853,638 reactions. Task: Predict the reaction yield, written as a fraction of the theoretical maximum amount of product (1.0 means a 100% yield; for example, 0.34 means a 34% yield). The reactants are [CH3:1][C:2]1[CH:6]=[CH:5][NH:4][N:3]=1.[H-].[Na+].F[C:10]1[CH:11]=[N:12][CH:13]=[CH:14][CH:15]=1.O. The catalyst is CN(C)C=O. The product is [CH3:1][C:2]1[CH:6]=[CH:5][N:4]([C:10]2[CH:11]=[N:12][CH:13]=[CH:14][CH:15]=2)[N:3]=1.[CH3:1][C:2]1[N:3]([C:10]2[CH:11]=[N:12][CH:13]=[CH:14][CH:15]=2)[N:4]=[CH:5][CH:6]=1. The yield is 0.512.